From a dataset of Peptide-MHC class II binding affinity with 134,281 pairs from IEDB. Regression. Given a peptide amino acid sequence and an MHC pseudo amino acid sequence, predict their binding affinity value. This is MHC class II binding data. (1) The peptide sequence is NNPKEWLQVDFQKTMKVTGV. The MHC is DRB1_0101 with pseudo-sequence DRB1_0101. The binding affinity (normalized) is 0.151. (2) The peptide sequence is GRLEYCLKDRMNFDI. The MHC is DRB4_0101 with pseudo-sequence DRB4_0103. The binding affinity (normalized) is 0.106. (3) The peptide sequence is PEKPDSVTPMILKAQK. The MHC is DRB5_0101 with pseudo-sequence DRB5_0101. The binding affinity (normalized) is 0.233. (4) The peptide sequence is RNNTFKPFAEYKSDY. The MHC is DRB1_1101 with pseudo-sequence DRB1_1101. The binding affinity (normalized) is 0.246. (5) The peptide sequence is SQDLWLSWNLNGLQAY. The MHC is DRB1_0401 with pseudo-sequence DRB1_0401. The binding affinity (normalized) is 0.180. (6) The peptide sequence is QVAFSYFPPPAAKED. The MHC is HLA-DQA10101-DQB10501 with pseudo-sequence HLA-DQA10101-DQB10501. The binding affinity (normalized) is 0.114. (7) The peptide sequence is KKGMTTVLDFHPGAG. The MHC is DRB1_0404 with pseudo-sequence DRB1_0404. The binding affinity (normalized) is 0. (8) The peptide sequence is GLDFSEVSNVQRLMR. The MHC is DRB1_0901 with pseudo-sequence DRB1_0901. The binding affinity (normalized) is 0.492. (9) The peptide sequence is AFILDGDNLGPKV. The MHC is HLA-DQA10501-DQB10201 with pseudo-sequence HLA-DQA10501-DQB10201. The binding affinity (normalized) is 0.345. (10) The peptide sequence is SHNVQGATVAVDCRP. The MHC is DRB4_0101 with pseudo-sequence DRB4_0103. The binding affinity (normalized) is 0.191.